From a dataset of Full USPTO retrosynthesis dataset with 1.9M reactions from patents (1976-2016). Predict the reactants needed to synthesize the given product. (1) Given the product [Cl-:46].[NH2:37][C:36]1[S:38][C:1]([C:3]2[N:12]=[CH:11][CH:10]=[C:9]3[C:4]=2[CH:5]=[C:6]([C:28]2[CH:33]=[CH:32][CH:31]=[CH:30][CH:29]=2)[C:7]([C:13]2[CH:14]=[CH:15][C:16]([CH2:17][NH3+:18])=[CH:26][CH:27]=2)=[N:8]3)=[N:35][N:34]=1, predict the reactants needed to synthesize it. The reactants are: [C:1]([C:3]1[N:12]=[CH:11][CH:10]=[C:9]2[C:4]=1[CH:5]=[C:6]([C:28]1[CH:33]=[CH:32][CH:31]=[CH:30][CH:29]=1)[C:7]([C:13]1[CH:27]=[CH:26][C:16]([CH2:17][NH:18]C(=O)OC(C)(C)C)=[CH:15][CH:14]=1)=[N:8]2)#N.[NH:34]([C:36](=[S:38])[NH2:37])[NH2:35].C(O)(C(F)(F)F)=O.[ClH:46].CCOC(C)=O. (2) Given the product [Br:1][C:2]1[CH:3]=[C:4]2[C:9](=[CH:10][CH:11]=1)[NH:8][C:7](=[S:22])[CH2:6][CH2:5]2, predict the reactants needed to synthesize it. The reactants are: [Br:1][C:2]1[CH:3]=[C:4]2[C:9](=[CH:10][CH:11]=1)[NH:8][C:7](=O)[CH2:6][CH2:5]2.COC1C=CC(P2(SP(C3C=CC(OC)=CC=3)(=S)S2)=[S:22])=CC=1. (3) Given the product [O:1]1[C:5]2[CH:6]=[CH:7][C:8]([CH2:10][CH2:11][N:12]([CH3:28])[CH2:13][CH2:14][CH2:15][N:16]([C:18]3[S:22][N:21]=[C:20]([N:23]4[CH:27]=[CH:26][N:25]=[CH:24]4)[N:19]=3)[CH3:17])=[CH:9][C:4]=2[O:3][CH2:2]1, predict the reactants needed to synthesize it. The reactants are: [O:1]1[C:5]2[CH:6]=[CH:7][C:8]([CH2:10][CH2:11][NH:12][CH2:13][CH2:14][CH2:15][N:16]([C:18]3[S:22][N:21]=[C:20]([N:23]4[CH:27]=[CH:26][N:25]=[CH:24]4)[N:19]=3)[CH3:17])=[CH:9][C:4]=2[O:3][CH2:2]1.[CH2:28]=O. (4) The reactants are: P(Cl)(Cl)([Cl:3])=O.[CH3:6][O:7][C:8]1[CH:9]=[C:10]([CH:14]2[C:19](=O)[N:18]3[C:21]4[CH:27]=[CH:26][CH:25]=[CH:24][C:22]=4[N:23]=[C:17]3[C:16]([C:28]#[N:29])=[C:15]2[CH3:30])[CH:11]=[CH:12][CH:13]=1. Given the product [Cl:3][C:19]1[N:18]2[C:21]3[CH:27]=[CH:26][CH:25]=[CH:24][C:22]=3[N:23]=[C:17]2[C:16]([C:28]#[N:29])=[C:15]([CH3:30])[C:14]=1[C:10]1[CH:11]=[CH:12][CH:13]=[C:8]([O:7][CH3:6])[CH:9]=1, predict the reactants needed to synthesize it. (5) Given the product [CH2:15]([O:14][C:12](=[O:13])/[CH:11]=[CH:38]/[C:37]1[CH:36]=[N:35][N:32]2[CH:33]=[CH:34][C:29]([N:25]3[CH2:26][CH2:27][CH2:28][CH:24]3[C:20]3[CH:21]=[N:22][CH:23]=[C:18]([F:17])[CH:19]=3)=[N:30][C:31]=12)[CH3:16], predict the reactants needed to synthesize it. The reactants are: [H-].[Na+].C(OP([CH2:11][C:12]([O:14][CH2:15][CH3:16])=[O:13])(OCC)=O)C.[F:17][C:18]1[CH:19]=[C:20]([CH:24]2[CH2:28][CH2:27][CH2:26][N:25]2[C:29]2[CH:34]=[CH:33][N:32]3[N:35]=[CH:36][C:37]([CH:38]=O)=[C:31]3[N:30]=2)[CH:21]=[N:22][CH:23]=1. (6) Given the product [CH3:2][C:3]1[CH:24]=[C:23]([CH3:25])[C:22]([C:26]2[NH:39][C:29]3[CH:30]=[N:31][C:32]([N:34]4[CH2:38][CH2:37][CH2:36][CH2:35]4)=[CH:33][C:28]=3[N:27]=2)=[CH:21][C:4]=1[C:5]([N:7]1[CH2:8][CH2:9][C:10]([C:13]2[CH:14]=[CH:15][C:16]([C:17]#[N:18])=[CH:19][CH:20]=2)([F:40])[CH2:11][CH2:12]1)=[O:6], predict the reactants needed to synthesize it. The reactants are: Cl.[CH3:2][C:3]1[CH:24]=[C:23]([CH3:25])[C:22]([C:26]2[NH:39][C:29]3[CH:30]=[N:31][C:32]([N:34]4[CH2:38][CH2:37][CH2:36][CH2:35]4)=[CH:33][C:28]=3[N:27]=2)=[CH:21][C:4]=1[C:5]([N:7]1[CH2:12][CH2:11][CH:10]([C:13]2[CH:20]=[CH:19][C:16]([C:17]#[N:18])=[CH:15][CH:14]=2)[CH2:9][CH2:8]1)=[O:6].[F:40]C1(C2C=CC(C#N)=CC=2)CCNCC1.Cl.